This data is from Catalyst prediction with 721,799 reactions and 888 catalyst types from USPTO. The task is: Predict which catalyst facilitates the given reaction. (1) Product: [S:14]1[CH:18]=[CH:17][C:16]([C:2]2[CH:3]=[C:4]([N:8]3[CH2:13][CH2:12][NH:11][CH2:10][CH2:9]3)[CH:5]=[CH:6][CH:7]=2)=[CH:15]1. The catalyst class is: 103. Reactant: Br[C:2]1[CH:3]=[C:4]([N:8]2[CH2:13][CH2:12][NH:11][CH2:10][CH2:9]2)[CH:5]=[CH:6][CH:7]=1.[S:14]1[CH:18]=[CH:17][C:16](B(O)O)=[CH:15]1.C(=O)([O-])[O-].[Na+].[Na+].C1(C)C=CC=CC=1. (2) Reactant: [NH:1]1[CH2:6][CH2:5][CH:4]([NH:7][C:8]2[CH:17]=[CH:16][C:11]([C:12]([O:14][CH3:15])=[O:13])=[CH:10][N:9]=2)[CH2:3][CH2:2]1.[C:18]1([N:24]=[C:25]=[O:26])[CH:23]=[CH:22][CH:21]=[CH:20][CH:19]=1. Product: [NH:24]([C:25]([N:1]1[CH2:6][CH2:5][CH:4]([NH:7][C:8]2[CH:17]=[CH:16][C:11]([C:12]([O:14][CH3:15])=[O:13])=[CH:10][N:9]=2)[CH2:3][CH2:2]1)=[O:26])[C:18]1[CH:23]=[CH:22][CH:21]=[CH:20][CH:19]=1. The catalyst class is: 1. (3) Reactant: [CH2:1]([N:7]1[CH2:12][CH2:11][C:10]([CH3:20])([C:13]2[CH:18]=[CH:17][CH:16]=[C:15]([OH:19])[CH:14]=2)[CH:9]([CH3:21])[CH2:8]1)[CH2:2][CH2:3][CH2:4][CH2:5][CH3:6].C(N(CC)CC)C.C1C=CC(N([S:36]([C:39]([F:42])([F:41])[F:40])(=[O:38])=[O:37])[S:36]([C:39]([F:42])([F:41])[F:40])(=[O:38])=[O:37])=CC=1. Product: [NH3:7].[CH2:1]([N:7]1[CH2:12][CH2:11][C:10]([CH3:20])([C:13]2[CH:18]=[CH:17][CH:16]=[C:15]([O:19][S:36]([C:39]([F:42])([F:41])[F:40])(=[O:38])=[O:37])[CH:14]=2)[CH:9]([CH3:21])[CH2:8]1)[CH2:2][CH2:3][CH2:4][CH2:5][CH3:6]. The catalyst class is: 4. (4) Reactant: Cl[C:2]1[C:3]2[C:4](=[CH:14][N:15](CC3C=CC(OC)=CC=3)[N:16]=2)[N:5]=[C:6]([C:8]2[CH:13]=[CH:12][N:11]=[CH:10][CH:9]=2)[N:7]=1.[CH3:26][N:27]1[CH2:32][CH2:31][N:30]([C:33]2[CH:39]=[CH:38][C:36]([NH2:37])=[CH:35][CH:34]=2)[CH2:29][CH2:28]1.Cl. Product: [CH3:26][N:27]1[CH2:28][CH2:29][N:30]([C:33]2[CH:39]=[CH:38][C:36]([NH:37][C:2]3[C:3]4[NH:16][N:15]=[CH:14][C:4]=4[N:5]=[C:6]([C:8]4[CH:9]=[CH:10][N:11]=[CH:12][CH:13]=4)[N:7]=3)=[CH:35][CH:34]=2)[CH2:31][CH2:32]1. The catalyst class is: 71. (5) Reactant: [Cl:1][C:2]1[C:3]2[NH:10][CH:9]=[CH:8][C:4]=2[N:5]=[CH:6][N:7]=1.C(=O)([O-])[O-].[Cs+].[Cs+].Br[CH2:18][CH2:19][CH2:20][Cl:21].O. Product: [Cl:1][C:2]1[C:3]2[N:10]([CH2:18][CH2:19][CH2:20][Cl:21])[CH:9]=[CH:8][C:4]=2[N:5]=[CH:6][N:7]=1. The catalyst class is: 9. (6) Reactant: F[C:2]1[CH:7]=[CH:6][C:5]([N+:8]([O-:10])=[O:9])=[CH:4][CH:3]=1.[NH:11]1[CH2:15][CH2:14][CH:13]([NH:16][C:17](=[O:23])[O:18][C:19]([CH3:22])([CH3:21])[CH3:20])[CH2:12]1.O. Product: [N+:8]([C:5]1[CH:6]=[CH:7][C:2]([N:11]2[CH2:15][CH2:14][CH:13]([NH:16][C:17](=[O:23])[O:18][C:19]([CH3:21])([CH3:20])[CH3:22])[CH2:12]2)=[CH:3][CH:4]=1)([O-:10])=[O:9]. The catalyst class is: 9. (7) Reactant: [CH3:1][O:2][C:3]1[CH:4]=[C:5]([C:11]2[N:12]=[C:13]3[CH:21]=[CH:20][C:19]([C:22]4[CH2:27][CH2:26][N:25]([C:28]([O:30][C:31]([CH3:34])([CH3:33])[CH3:32])=[O:29])[CH2:24][CH:23]=4)=[CH:18][N:14]3[C:15](=[O:17])[CH:16]=2)[CH:6]=[CH:7][C:8]=1[O:9][CH3:10].[H][H]. Product: [CH3:1][O:2][C:3]1[CH:4]=[C:5]([C:11]2[N:12]=[C:13]3[CH:21]=[CH:20][C:19]([CH:22]4[CH2:27][CH2:26][N:25]([C:28]([O:30][C:31]([CH3:34])([CH3:33])[CH3:32])=[O:29])[CH2:24][CH2:23]4)=[CH:18][N:14]3[C:15](=[O:17])[CH:16]=2)[CH:6]=[CH:7][C:8]=1[O:9][CH3:10]. The catalyst class is: 78.